Dataset: Catalyst prediction with 721,799 reactions and 888 catalyst types from USPTO. Task: Predict which catalyst facilitates the given reaction. (1) The catalyst class is: 8. Product: [CH:1](/[C:5]1([CH3:37])[CH2:10][CH2:9][N:8]([C:11]2[N:16]3[N:17]=[C:18]([C:20]([OH:22])=[O:21])[CH:19]=[C:15]3[N:14]=[C:13]([CH3:25])[C:12]=2[C@H:26]([O:32][C:33]([CH3:36])([CH3:35])[CH3:34])[C:27]([O:29][CH2:30][CH3:31])=[O:28])[CH2:7][CH2:6]1)=[CH:2]\[CH:3]=[CH2:4]. Reactant: [CH:1](/[C:5]1([CH3:37])[CH2:10][CH2:9][N:8]([C:11]2[N:16]3[N:17]=[C:18]([C:20]([O:22]CC)=[O:21])[CH:19]=[C:15]3[N:14]=[C:13]([CH3:25])[C:12]=2[C@H:26]([O:32][C:33]([CH3:36])([CH3:35])[CH3:34])[C:27]([O:29][CH2:30][CH3:31])=[O:28])[CH2:7][CH2:6]1)=[CH:2]\[CH:3]=[CH2:4].[OH-].[Na+]. (2) Reactant: [F:1][C:2]([F:26])([F:25])[CH:3]([N:15]1[CH2:20][CH2:19][CH:18]([C:21]([O:23][CH3:24])=[O:22])[CH2:17][CH2:16]1)[C:4]1[CH:13]=[CH:12][C:11]2[C:6](=[CH:7][CH:8]=[C:9]([OH:14])[CH:10]=2)[CH:5]=1.[C:27]([C@@H:31]1[CH2:36][CH2:35][C@H:34](O)[CH2:33][CH2:32]1)([CH3:30])([CH3:29])[CH3:28].C1C=CC(P(C2C=CC=CC=2)C2C=CC=CC=2)=CC=1.CC(OC(/N=N/C(OC(C)C)=O)=O)C. Product: [C:27]([C@H:31]1[CH2:36][CH2:35][C@H:34]([O:14][C:9]2[CH:10]=[C:11]3[C:6](=[CH:7][CH:8]=2)[CH:5]=[C:4]([CH:3]([N:15]2[CH2:20][CH2:19][CH:18]([C:21]([O:23][CH3:24])=[O:22])[CH2:17][CH2:16]2)[C:2]([F:1])([F:25])[F:26])[CH:13]=[CH:12]3)[CH2:33][CH2:32]1)([CH3:30])([CH3:29])[CH3:28]. The catalyst class is: 56. (3) Reactant: [CH3:1][CH2:2][N:3]([C:37]1[CH:38]=[N:39][CH:40]=[CH:41][CH:42]=1)[C:4]([C:6]1[N:15]2[C:9]([CH2:10][N:11]([C:20](=[O:36])[C:21]3[CH:26]=[CH:25][C:24]([C:27]4[CH2:32][CH2:31][CH2:30][C@@H:29]([OH:33])[C:28]=4[CH3:34])=[C:23]([CH3:35])[CH:22]=3)[C:12]3[CH:19]=[CH:18][CH:17]=[CH:16][C:13]=3[CH2:14]2)=[CH:8][CH:7]=1)=[O:5].C(OCC)C.[C:48]([OH:57])(=[O:56])[C@@H:49]([C@H:51]([C:53]([OH:55])=[O:54])[OH:52])[OH:50]. Product: [C:48]([OH:57])(=[O:56])[C@@H:49]([C@H:51]([C:53]([OH:55])=[O:54])[OH:52])[OH:50].[CH3:1][CH2:2][N:3]([C:37]1[CH:38]=[N:39][CH:40]=[CH:41][CH:42]=1)[C:4]([C:6]1[N:15]2[C:9]([CH2:10][N:11]([C:20](=[O:36])[C:21]3[CH:26]=[CH:25][C:24]([C:27]4[CH2:32][CH2:31][CH2:30][C@@H:29]([OH:33])[C:28]=4[CH3:34])=[C:23]([CH3:35])[CH:22]=3)[C:12]3[CH:19]=[CH:18][CH:17]=[CH:16][C:13]=3[CH2:14]2)=[CH:8][CH:7]=1)=[O:5]. The catalyst class is: 5. (4) Reactant: [CH2:1]([NH:8][C:9](=[O:24])[NH:10][CH:11]([CH2:17][C:18]1[CH:23]=[CH:22][CH:21]=[CH:20][CH:19]=1)[C:12]([O:14]CC)=[O:13])[C:2]1[CH:7]=[CH:6][CH:5]=[CH:4][CH:3]=1.[OH-].[Li+]. Product: [CH2:1]([NH:8][C:9](=[O:24])[NH:10][CH:11]([CH2:17][C:18]1[CH:23]=[CH:22][CH:21]=[CH:20][CH:19]=1)[C:12]([OH:14])=[O:13])[C:2]1[CH:3]=[CH:4][CH:5]=[CH:6][CH:7]=1. The catalyst class is: 8. (5) Reactant: C(OC(=O)[NH:7][C@H:8]1[CH2:13][C@@H:12]([N:14]2[CH2:21][C:20]3[C:16](=[N:17][N:18]([S:22]([CH:25]4[CH2:27][CH2:26]4)(=[O:24])=[O:23])[CH:19]=3)[CH2:15]2)[CH2:11][O:10][C@@H:9]1[C:28]1[CH:33]=[C:32]([F:34])[CH:31]=[CH:30][C:29]=1[F:35])(C)(C)C.[F:37][C:38]([F:43])([F:42])[C:39]([OH:41])=[O:40]. Product: [F:37][C:38]([F:43])([F:42])[C:39]([OH:41])=[O:40].[F:35][C:29]1[CH:30]=[CH:31][C:32]([F:34])=[CH:33][C:28]=1[C@@H:9]1[C@@H:8]([NH2:7])[CH2:13][C@@H:12]([N:14]2[CH2:21][C:20]3[C:16](=[N:17][N:18]([S:22]([CH:25]4[CH2:27][CH2:26]4)(=[O:23])=[O:24])[CH:19]=3)[CH2:15]2)[CH2:11][O:10]1. The catalyst class is: 4. (6) Reactant: [Br:1][C:2]1[CH:10]=[C:9]2[C:5]([CH:6]=[CH:7][NH:8]2)=[CH:4][CH:3]=1.C1C(=O)N([Cl:18])C(=O)C1. Product: [Br:1][C:2]1[CH:10]=[C:9]2[C:5]([C:6]([Cl:18])=[CH:7][NH:8]2)=[CH:4][CH:3]=1. The catalyst class is: 2. (7) Reactant: [C:1]([C:9]1[C:13]2[CH:14]=[CH:15][CH:16]=[CH:17][C:12]=2[O:11][C:10]=1[C:18]1[CH:19]=[C:20]2[C:25](=[CH:26][CH:27]=1)[C:24]([Br:28])=[C:23]([O:29][CH2:30][C:31]#[N:32])[CH:22]=[CH:21]2)(=[O:8])[C:2]1[CH:7]=[CH:6][CH:5]=[CH:4][CH:3]=1.[N-:33]=[N+:34]=[N-:35].[Na+].[NH4+].[Cl-]. Product: [Br:28][C:24]1[C:23]([O:29][CH2:30][C:31]2[NH:35][N:34]=[N:33][N:32]=2)=[CH:22][CH:21]=[C:20]2[C:25]=1[CH:26]=[CH:27][C:18]([C:10]1[O:11][C:12]3[CH:17]=[CH:16][CH:15]=[CH:14][C:13]=3[C:9]=1[C:1]([C:2]1[CH:3]=[CH:4][CH:5]=[CH:6][CH:7]=1)=[O:8])=[CH:19]2. The catalyst class is: 3. (8) Reactant: Br[C:2]1[CH:19]=[CH:18][C:17]([O:20][CH3:21])=[CH:16][C:3]=1[CH2:4][O:5][Si:6]([CH:13]([CH3:15])[CH3:14])([CH:10]([CH3:12])[CH3:11])[CH:7]([CH3:9])[CH3:8].[Li]CCCC.[B:27](OC(C)C)([O:32]C(C)C)[O:28]C(C)C.Cl. Product: [CH3:21][O:20][C:17]1[CH:18]=[CH:19][C:2]([B:27]([OH:32])[OH:28])=[C:3]([CH2:4][O:5][Si:6]([CH:13]([CH3:15])[CH3:14])([CH:10]([CH3:12])[CH3:11])[CH:7]([CH3:9])[CH3:8])[CH:16]=1. The catalyst class is: 1. (9) Reactant: [CH3:1][N:2]([CH2:4][CH:5]([O:25][C:26](=[O:42])[CH2:27][CH2:28][CH2:29][CH2:30][CH2:31][CH2:32][CH2:33][CH2:34][CH2:35][CH2:36][CH2:37][CH2:38][CH2:39][CH2:40][CH3:41])[CH2:6][O:7][C:8](=[O:24])[CH2:9][CH2:10][CH2:11][CH2:12][CH2:13][CH2:14][CH2:15][CH2:16][CH2:17][CH2:18][CH2:19][CH2:20][CH2:21][CH2:22][CH3:23])[CH3:3].[Br:43][CH2:44][CH2:45][CH2:46][CH2:47][CH2:48][CH2:49][CH2:50][CH2:51][CH2:52][CH2:53][CH2:54][CH2:55][CH2:56][CH2:57][CH2:58][CH2:59][CH2:60][CH2:61][CH2:62][CH2:63][OH:64]. Product: [Br-:43].[C:26]([O:25][CH:5]([CH2:6][O:7][C:8](=[O:24])[CH2:9][CH2:10][CH2:11][CH2:12][CH2:13][CH2:14][CH2:15][CH2:16][CH2:17][CH2:18][CH2:19][CH2:20][CH2:21][CH2:22][CH3:23])[CH2:4][N+:2]([CH2:44][CH2:45][CH2:46][CH2:47][CH2:48][CH2:49][CH2:50][CH2:51][CH2:52][CH2:53][CH2:54][CH2:55][CH2:56][CH2:57][CH2:58][CH2:59][CH2:60][CH2:61][CH2:62][CH2:63][OH:64])([CH3:3])[CH3:1])(=[O:42])[CH2:27][CH2:28][CH2:29][CH2:30][CH2:31][CH2:32][CH2:33][CH2:34][CH2:35][CH2:36][CH2:37][CH2:38][CH2:39][CH2:40][CH3:41]. The catalyst class is: 10.